This data is from Reaction yield outcomes from USPTO patents with 853,638 reactions. The task is: Predict the reaction yield, written as a fraction of the theoretical maximum amount of product (1.0 means a 100% yield; for example, 0.34 means a 34% yield). (1) The reactants are [F:1][C:2]1[CH:3]=[C:4]([CH:19]=[CH:20][CH:21]=1)[CH2:5][O:6][C:7]1[CH:8]=[CH:9][C:10]2[CH:16]=[CH:15][NH:14][C:13](=[O:17])[CH2:12][C:11]=2[CH:18]=1.[C:22]([O-])(=[O:24])[CH3:23].[Na+]. The catalyst is C(OC(=O)C)(=O)C. The product is [C:22]([N:14]1[CH:15]=[CH:16][C:10]2[CH:9]=[CH:8][C:7]([O:6][CH2:5][C:4]3[CH:19]=[CH:20][CH:21]=[C:2]([F:1])[CH:3]=3)=[CH:18][C:11]=2[CH2:12][C:13]1=[O:17])(=[O:24])[CH3:23]. The yield is 0.770. (2) The reactants are [CH3:1][O:2][C:3]([C@@H:5]1[C@@H:9]([OH:10])[CH2:8][CH2:7][N:6]1[C:11]([O:13][C:14]([CH3:17])([CH3:16])[CH3:15])=[O:12])=[O:4].[CH2:18](Br)[C:19]1[CH:24]=[CH:23][CH:22]=[CH:21][CH:20]=1.[H-].[Na+].[Cl-].[NH4+]. The catalyst is CN(C)C=O. The product is [CH2:18]([O:10][C@H:9]1[CH2:8][CH2:7][N:6]([C:11]([O:13][C:14]([CH3:17])([CH3:16])[CH3:15])=[O:12])[C@@H:5]1[C:3]([O:2][CH3:1])=[O:4])[C:19]1[CH:24]=[CH:23][CH:22]=[CH:21][CH:20]=1. The yield is 0.660. (3) The reactants are Cl[C:2]1[CH:7]=[CH:6][N:5]=[CH:4][C:3]=1[N+:8]([O-:10])=[O:9].[NH2:11][C:12]1[CH:17]=[CH:16][C:15]([NH:18][C:19](=[O:25])[O:20][C:21]([CH3:24])([CH3:23])[CH3:22])=[CH:14][CH:13]=1. The catalyst is ClCCl.C1COCC1. The product is [N+:8]([C:3]1[CH:4]=[N:5][CH:6]=[CH:7][C:2]=1[NH:11][C:12]1[CH:13]=[CH:14][C:15]([NH:18][C:19](=[O:25])[O:20][C:21]([CH3:23])([CH3:22])[CH3:24])=[CH:16][CH:17]=1)([O-:10])=[O:9]. The yield is 0.990. (4) The reactants are C(P(=O)(OC1C=CC=CC=1Cl)OCCCC)C.[CH2:18]([P:24](=[O:41])([O:33][C:34]1C=C[CH:37]=[CH:36][C:35]=1Cl)[O:25][C:26]1[CH:31]=[CH:30][CH:29]=[CH:28][C:27]=1[Cl:32])[CH2:19][CH2:20][CH2:21][CH2:22][CH3:23]. No catalyst specified. The product is [CH2:18]([P:24](=[O:41])([O:25][C:26]1[CH:31]=[CH:30][CH:29]=[CH:28][C:27]=1[Cl:32])[O:33][CH2:34][CH2:35][CH2:36][CH3:37])[CH2:19][CH2:20][CH2:21][CH2:22][CH3:23]. The yield is 0.0600. (5) The reactants are C(OC([NH:8][C@:9]1([C:18]([OH:20])=[O:19])[CH2:11][C@H:10]1[C:12]1[CH:17]=[CH:16][CH:15]=[CH:14][CH:13]=1)=O)(C)(C)C.Cl.O1CCOCC1. The catalyst is C(OCC)C. The product is [NH2:8][C@@:9]1([C:18]([OH:20])=[O:19])[CH2:11][C@@H:10]1[C:12]1[CH:17]=[CH:16][CH:15]=[CH:14][CH:13]=1. The yield is 0.840. (6) The reactants are [NH2:1][C:2]1[S:6][C:5]([NH:7][C:8]2[CH:17]=[CH:16][C:15]3[C:10](=[CH:11][CH:12]=[CH:13][CH:14]=3)[CH:9]=2)=[N:4][C:3]=1[C:18]([O:20][CH2:21][CH3:22])=[O:19].[S:23]1[CH:27]=[CH:26][C:25]([C:28](Cl)=[O:29])=[CH:24]1. The catalyst is N1C=CC=CC=1. The product is [CH:9]1[C:10]2[C:15](=[CH:14][CH:13]=[CH:12][CH:11]=2)[CH:16]=[CH:17][C:8]=1[NH:7][C:5]1[S:6][C:2]([NH:1][C:28]([C:25]2[CH:26]=[CH:27][S:23][CH:24]=2)=[O:29])=[C:3]([C:18]([O:20][CH2:21][CH3:22])=[O:19])[N:4]=1. The yield is 0.400. (7) The reactants are [CH3:1][C:2]1[C:3]([N+:12]([O-:14])=[O:13])=[C:4]2[C:9](=[CH:10][CH:11]=1)[CH:8]=[N:7][CH:6]=[CH:5]2.C1C=C(Cl)C=C(C(OO)=[O:23])C=1.P([O-])([O-])([O-])=O. The catalyst is ClCCl. The product is [CH3:1][C:2]1[C:3]([N+:12]([O-:14])=[O:13])=[C:4]2[C:9](=[CH:10][CH:11]=1)[CH:8]=[N+:7]([O-:23])[CH:6]=[CH:5]2. The yield is 0.750.